Task: Regression/Classification. Given a drug SMILES string, predict its absorption, distribution, metabolism, or excretion properties. Task type varies by dataset: regression for continuous measurements (e.g., permeability, clearance, half-life) or binary classification for categorical outcomes (e.g., BBB penetration, CYP inhibition). For this dataset (solubility_aqsoldb), we predict Y.. Dataset: Aqueous solubility values for 9,982 compounds from the AqSolDB database (1) The compound is Nc1ccc2cc(S(=O)(=O)O)ccc2c1. The Y is -3.27 log mol/L. (2) The compound is CCOC(=O)CN(C)C(=O)COC(=O)c1ccccc1. The Y is -1.67 log mol/L. (3) The molecule is CC(=O)NC(Cc1ccc(O)cc1)C(=O)O. The Y is 0.0100 log mol/L. (4) The drug is Clc1cc(Cl)c(Oc2cc(Cl)c(Cl)c(Cl)c2Cl)cc1Cl. The Y is -9.50 log mol/L. (5) The drug is CCN1CCCC1=O. The Y is 0.946 log mol/L. (6) The molecule is CC(C)CCCC(C)CC#N. The Y is -3.59 log mol/L. (7) The compound is CC(=O)Nc1ccc(Cl)cc1. The Y is -2.84 log mol/L.